From a dataset of Full USPTO retrosynthesis dataset with 1.9M reactions from patents (1976-2016). Predict the reactants needed to synthesize the given product. (1) Given the product [C:1]([O:4][C@H:5]1[CH2:22][CH2:21][C@@:20]2([CH3:23])[C@@H:7]([CH2:8][CH2:9][C@:10]3([CH3:43])[C@@H:19]2[CH2:18][CH2:17][C@H:16]2[C@@:11]3([CH3:42])[CH2:12][CH2:13][C@@:14]3([C:30]4[O:31][C:51]([C:52]5[CH:21]=[CH:22][CH:5]=[CH:6][CH:7]=5)=[N:48][N:32]=4)[CH2:26][CH2:25][C@@H:24]([C:27]([CH3:29])=[CH2:28])[C@@H:15]32)[C:6]1([CH3:45])[CH3:44])(=[O:3])[CH3:2], predict the reactants needed to synthesize it. The reactants are: [C:1]([O:4][C@H:5]1[CH2:22][CH2:21][C@@:20]2([CH3:23])[C@@H:7]([CH2:8][CH2:9][C@:10]3([CH3:43])[C@@H:19]2[CH2:18][CH2:17][C@H:16]2[C@@:11]3([CH3:42])[CH2:12][CH2:13][C@@:14]3([C:30]([NH:32]NC(=O)C4C=CC=CC=4)=[O:31])[CH2:26][CH2:25][C@@H:24]([C:27]([CH3:29])=[CH2:28])[C@@H:15]32)[C:6]1([CH3:45])[CH3:44])(=[O:3])[CH3:2].C([N:48]([CH2:51][CH3:52])CC)C.C(Cl)Cl. (2) Given the product [C:1]1([CH3:20])[CH:2]=[CH:3][C:4]([CH2:7][CH2:8][S:9]([N:12]2[CH2:17][CH2:16][CH:15]([CH2:18][NH:19][C:35]([C:32]3[CH:31]=[N:30][C:29]([NH2:28])=[N:34][CH:33]=3)=[O:36])[CH2:14][CH2:13]2)(=[O:10])=[O:11])=[CH:5][CH:6]=1, predict the reactants needed to synthesize it. The reactants are: [C:1]1([CH3:20])[CH:6]=[CH:5][C:4]([CH2:7][CH2:8][S:9]([N:12]2[CH2:17][CH2:16][CH:15]([CH2:18][NH2:19])[CH2:14][CH2:13]2)(=[O:11])=[O:10])=[CH:3][CH:2]=1.C(OC([NH:28][C:29]1[N:34]=[CH:33][C:32]([C:35](O)=[O:36])=[CH:31][N:30]=1)=O)(C)(C)C.Cl. (3) Given the product [C:12]([O:20][CH2:21][CH2:22][O:23][CH2:24][CH2:25][N:11]1[C:4]2[C:3]([S:2][CH3:1])=[N:8][CH:7]=[N:6][C:5]=2[CH:9]=[N:10]1)(=[O:19])[C:13]1[CH:18]=[CH:17][CH:16]=[CH:15][CH:14]=1, predict the reactants needed to synthesize it. The reactants are: [CH3:1][S:2][C:3]1[C:4]2[NH:11][N:10]=[CH:9][C:5]=2[N:6]=[CH:7][N:8]=1.[C:12]([O:20][CH2:21][CH2:22][O:23][CH2:24][CH2:25]OS(C)(=O)=O)(=[O:19])[C:13]1[CH:18]=[CH:17][CH:16]=[CH:15][CH:14]=1.C(=O)([O-])[O-].[K+].[K+].CN(C)C=O. (4) Given the product [O:26]1[CH2:27][CH2:28][N:23]([C:4]2[C:5]3[N:10]=[C:9]([C:11]4[CH:12]=[C:13]([CH:20]=[CH:21][CH:22]=4)[CH2:14][NH:15][S:16]([CH3:19])(=[O:18])=[O:17])[S:8][C:6]=3[N:7]=[C:2]([C:37]3[CH:38]=[C:39]4[CH:45]=[CH:44][NH:43][C:40]4=[N:41][CH:42]=3)[N:3]=2)[CH2:24][CH2:25]1, predict the reactants needed to synthesize it. The reactants are: Cl[C:2]1[N:3]=[C:4]([N:23]2[CH2:28][CH2:27][O:26][CH2:25][CH2:24]2)[C:5]2[N:10]=[C:9]([C:11]3[CH:12]=[C:13]([CH:20]=[CH:21][CH:22]=3)[CH2:14][NH:15][S:16]([CH3:19])(=[O:18])=[O:17])[S:8][C:6]=2[N:7]=1.CC1(C)C(C)(C)OB([C:37]2[CH:38]=[C:39]3[CH:45]=[CH:44][NH:43][C:40]3=[N:41][CH:42]=2)O1.